This data is from TCR-epitope binding with 47,182 pairs between 192 epitopes and 23,139 TCRs. The task is: Binary Classification. Given a T-cell receptor sequence (or CDR3 region) and an epitope sequence, predict whether binding occurs between them. (1) The epitope is KAYNVTQAF. The TCR CDR3 sequence is CASSFSEISGGFSTDTQYF. Result: 1 (the TCR binds to the epitope). (2) The epitope is TVYDPLQPELDSFK. The TCR CDR3 sequence is CASSVRQGPTDTQYF. Result: 0 (the TCR does not bind to the epitope).